From a dataset of Forward reaction prediction with 1.9M reactions from USPTO patents (1976-2016). Predict the product of the given reaction. Given the reactants [C:1]1([C:7]2[C:8]([C:20]3[CH:27]=[CH:26][C:23]([CH:24]=O)=[CH:22][CH:21]=3)=[N:9][C:10]3[CH:11]=[CH:12][N:13]4[CH:19]=[N:18][N:17]=[C:14]4[C:15]=3[CH:16]=2)[CH:6]=[CH:5][CH:4]=[CH:3][CH:2]=1.[NH2:28]C(C)(CC(C)C)C(O)=O, predict the reaction product. The product is: [C:1]1([C:7]2[C:8]([C:20]3[CH:27]=[CH:26][C:23]([CH2:24][NH2:28])=[CH:22][CH:21]=3)=[N:9][C:10]3[CH:11]=[CH:12][N:13]4[CH:19]=[N:18][N:17]=[C:14]4[C:15]=3[CH:16]=2)[CH:6]=[CH:5][CH:4]=[CH:3][CH:2]=1.